From a dataset of Reaction yield outcomes from USPTO patents with 853,638 reactions. Predict the reaction yield, written as a fraction of the theoretical maximum amount of product (1.0 means a 100% yield; for example, 0.34 means a 34% yield). (1) The reactants are [F:1][C:2]1[CH:7]=[CH:6][CH:5]=[C:4]([F:8])[C:3]=1[N:9]1[C:14]2[N:15]=[C:16]([NH:28][CH2:29][CH2:30][N:31]([CH3:33])[CH3:32])[N:17]=[C:18]([C:19]3[CH:20]=[C:21]([CH:25]=[CH:26][CH:27]=3)[C:22](O)=[O:23])[C:13]=2[CH2:12][NH:11][C:10]1=[O:34].[NH2:35][C:36]1[CH:41]=[CH:40][CH:39]=[CH:38][CH:37]=1.CN(C(ON1N=NC2C=CC=NC1=2)=[N+](C)C)C.F[P-](F)(F)(F)(F)F.C(N(C(C)C)CC)(C)C. The product is [F:1][C:2]1[CH:7]=[CH:6][CH:5]=[C:4]([F:8])[C:3]=1[N:9]1[C:14]2[N:15]=[C:16]([NH:28][CH2:29][CH2:30][N:31]([CH3:32])[CH3:33])[N:17]=[C:18]([C:19]3[CH:20]=[C:21]([CH:25]=[CH:26][CH:27]=3)[C:22]([NH:35][C:36]3[CH:41]=[CH:40][CH:39]=[CH:38][CH:37]=3)=[O:23])[C:13]=2[CH2:12][NH:11][C:10]1=[O:34]. The catalyst is C(Cl)Cl.O. The yield is 0.560. (2) The reactants are [N:1]1([CH2:6][CH2:7][C:8]2[CH:16]=[CH:15][C:11]([C:12]([OH:14])=O)=[CH:10][N:9]=2)[CH2:5][CH2:4][CH2:3][CH2:2]1.[F:17][C:18]1[CH:23]=[CH:22][C:21]([CH:24]([C:28]2[CH:33]=[CH:32][C:31]([F:34])=[CH:30][CH:29]=2)[CH2:25][CH2:26][NH2:27])=[CH:20][CH:19]=1. No catalyst specified. The product is [F:17][C:18]1[CH:23]=[CH:22][C:21]([CH:24]([C:28]2[CH:29]=[CH:30][C:31]([F:34])=[CH:32][CH:33]=2)[CH2:25][CH2:26][NH:27][C:12](=[O:14])[C:11]2[CH:15]=[CH:16][C:8]([CH2:7][CH2:6][N:1]3[CH2:2][CH2:3][CH2:4][CH2:5]3)=[N:9][CH:10]=2)=[CH:20][CH:19]=1. The yield is 0.0990. (3) The catalyst is C1(C)C(C)=CC=CC=1.CO. The reactants are Cl[C:2]1[C:7]2[CH2:8][CH2:9][CH2:10][C:6]=2[N:5]=[C:4]([NH2:11])[N:3]=1.[CH3:12][O-:13].[Na+]. The product is [CH3:12][O:13][C:2]1[C:7]2[CH2:8][CH2:9][CH2:10][C:6]=2[N:5]=[C:4]([NH2:11])[N:3]=1. The yield is 0.980. (4) The reactants are [CH3:1][O:2][C:3](=[O:12])[C:4]1[CH:9]=[CH:8][C:7]([NH2:10])=[C:6](I)[CH:5]=1.C([Sn](CCCC)(CCCC)[C:18]([O:20]CC)=[CH2:19])CCC.O. The catalyst is C1(C)C=CC=CC=1.C1C=CC([P]([Pd]([P](C2C=CC=CC=2)(C2C=CC=CC=2)C2C=CC=CC=2)([P](C2C=CC=CC=2)(C2C=CC=CC=2)C2C=CC=CC=2)[P](C2C=CC=CC=2)(C2C=CC=CC=2)C2C=CC=CC=2)(C2C=CC=CC=2)C2C=CC=CC=2)=CC=1. The product is [CH3:1][O:2][C:3](=[O:12])[C:4]1[CH:9]=[CH:8][C:7]([NH2:10])=[C:6]([C:18](=[O:20])[CH3:19])[CH:5]=1. The yield is 0.814. (5) The catalyst is C(#N)C. The product is [F:14][CH:2]([F:1])[O:3][C:4]1[CH:13]=[CH:12][C:7]2[N:8]=[C:9]([NH:11][C:15]([N:17]3[CH:21]=[CH:20][N:19]=[CH:18]3)=[S:16])[S:10][C:6]=2[CH:5]=1. The reactants are [F:1][CH:2]([F:14])[O:3][C:4]1[CH:13]=[CH:12][C:7]2[N:8]=[C:9]([NH2:11])[S:10][C:6]=2[CH:5]=1.[C:15](N1C=CN=C1)([N:17]1[CH:21]=[CH:20][N:19]=[CH:18]1)=[S:16]. The yield is 0.663. (6) The reactants are [C:1]([C:3]1[N:8]=[C:7]([CH2:9][CH2:10][C:11]([O:13][C:14]([CH3:17])([CH3:16])[CH3:15])=[O:12])[CH:6]=[C:5]([S:18]([CH3:21])(=[O:20])=[O:19])[CH:4]=1)#[N:2].[Cl:22][C:23]1[CH:24]=[C:25]([SH:33])[C:26](=[CH:31][CH:32]=1)[C:27](OC)=[O:28].C(N(CC)CC)C. The catalyst is C1(C)C=CC=CC=1. The product is [Cl:22][C:23]1[CH:32]=[CH:31][C:26]2[C:27](=[O:28])[N:2]=[C:1]([C:3]3[N:8]=[C:7]([CH2:9][CH2:10][C:11]([O:13][C:14]([CH3:15])([CH3:16])[CH3:17])=[O:12])[CH:6]=[C:5]([S:18]([CH3:21])(=[O:20])=[O:19])[CH:4]=3)[S:33][C:25]=2[CH:24]=1. The yield is 0.700. (7) The reactants are [C:1]([N:8]1[CH:12]=[CH:11]N=C1)(N1C=CN=C1)=[O:2].C1(/C=[CH:20]/[CH:21]=[CH:22]/[C:23]([OH:25])=[O:24])C=CC=CC=1.[CH2:26](N(CC)CC)C.[C:33]1(/[CH:39]=[C:40](\C)/[CH:41]=[CH:42]/C(Cl)=O)[CH:38]=[CH:37][CH:36]=[CH:35][CH:34]=1. The catalyst is O1CCCC1. The product is [CH3:26][O:25][C:23](=[O:24])[CH2:22][CH2:21][CH2:20][CH2:11][CH2:12][NH:8][C:1](=[O:2])/[CH:42]=[CH:41]/[CH:40]=[CH:39]/[C:33]1[CH:34]=[CH:35][CH:36]=[CH:37][CH:38]=1. The yield is 0.600.